Dataset: NCI-60 drug combinations with 297,098 pairs across 59 cell lines. Task: Regression. Given two drug SMILES strings and cell line genomic features, predict the synergy score measuring deviation from expected non-interaction effect. (1) Drug 1: CC(CN1CC(=O)NC(=O)C1)N2CC(=O)NC(=O)C2. Drug 2: CC1CCC2CC(C(=CC=CC=CC(CC(C(=O)C(C(C(=CC(C(=O)CC(OC(=O)C3CCCCN3C(=O)C(=O)C1(O2)O)C(C)CC4CCC(C(C4)OC)OCCO)C)C)O)OC)C)C)C)OC. Cell line: SNB-19. Synergy scores: CSS=48.8, Synergy_ZIP=4.72, Synergy_Bliss=7.16, Synergy_Loewe=10.2, Synergy_HSA=11.6. (2) Drug 1: CCC1=CC2CC(C3=C(CN(C2)C1)C4=CC=CC=C4N3)(C5=C(C=C6C(=C5)C78CCN9C7C(C=CC9)(C(C(C8N6C)(C(=O)OC)O)OC(=O)C)CC)OC)C(=O)OC.C(C(C(=O)O)O)(C(=O)O)O. Drug 2: COCCOC1=C(C=C2C(=C1)C(=NC=N2)NC3=CC=CC(=C3)C#C)OCCOC.Cl. Cell line: HOP-62. Synergy scores: CSS=22.2, Synergy_ZIP=2.97, Synergy_Bliss=6.42, Synergy_Loewe=-17.5, Synergy_HSA=5.57.